Dataset: Forward reaction prediction with 1.9M reactions from USPTO patents (1976-2016). Task: Predict the product of the given reaction. (1) Given the reactants Cl.Cl.[F:3][C:4]([F:25])([F:24])[C:5]1[CH:6]=[CH:7][C:8]([N:11]2[CH:15]=[CH:14][C:13]([CH2:16][N:17]3[CH2:22][CH2:21][CH:20]([NH2:23])[CH2:19][CH2:18]3)=[CH:12]2)=[N:9][CH:10]=1.[CH3:26][N:27]([C:31]1[CH:36]=[CH:35][CH:34]=[CH:33][CH:32]=1)[C:28](Cl)=[O:29].CCN(C(C)C)C(C)C, predict the reaction product. The product is: [CH3:26][N:27]([C:31]1[CH:36]=[CH:35][CH:34]=[CH:33][CH:32]=1)[C:28]([NH:23][CH:20]1[CH2:19][CH2:18][N:17]([CH2:16][C:13]2[CH:14]=[CH:15][N:11]([C:8]3[CH:7]=[CH:6][C:5]([C:4]([F:3])([F:24])[F:25])=[CH:10][N:9]=3)[CH:12]=2)[CH2:22][CH2:21]1)=[O:29]. (2) Given the reactants [F:1][C:2]1[CH:7]=[C:6]([F:8])[C:5]([C:9]2[CH:14]=[CH:13][CH:12]=[CH:11][CH:10]=2)=[CH:4][C:3]=1[C:15]1[CH:20]=[CH:19][CH:18]=[CH:17][CH:16]=1.C1CCCCC1.C([Li])(CC)C.[Br:32]Br.S([O-])([O-])=O.[Na+].[Na+], predict the reaction product. The product is: [Br:32][C:7]1[C:6]([F:8])=[C:5]([C:9]2[CH:14]=[CH:13][CH:12]=[CH:11][CH:10]=2)[CH:4]=[C:3]([C:15]2[CH:16]=[CH:17][CH:18]=[CH:19][CH:20]=2)[C:2]=1[F:1]. (3) Given the reactants [C:1]([C@:3]([CH3:26])([C@H:7]([C:18]1[CH:23]=[CH:22][CH:21]=[CH:20][C:19]=1[O:24][CH3:25])[C:8]1[C:17]2[C:12](=[CH:13][CH:14]=[CH:15][CH:16]=2)[CH:11]=[CH:10][CH:9]=1)[C:4]([OH:6])=O)#[N:2].[C:27](Cl)(=O)C(Cl)=O.Cl.ClC1[CH:40]=[CH:39][C:38](N2C=CC=CC2)=[CH:37][C:36]=1[C:47]([F:50])([F:49])[F:48].C([N:53]([CH2:56][CH3:57])[CH2:54][CH3:55])C.[CH2:58]([Cl:60])Cl, predict the reaction product. The product is: [Cl:60][C:58]1[CH:40]=[CH:39][C:38]([CH:27]2[CH2:55][CH2:54][N:53]([C:4](=[O:6])[C@:3]([C@H:7]([C:18]3[CH:23]=[CH:22][CH:21]=[CH:20][C:19]=3[O:24][CH3:25])[C:8]3[C:17]4[C:12](=[CH:13][CH:14]=[CH:15][CH:16]=4)[CH:11]=[CH:10][CH:9]=3)([CH3:26])[C:1]#[N:2])[CH2:56][CH2:57]2)=[CH:37][C:36]=1[C:47]([F:48])([F:49])[F:50]. (4) Given the reactants Cl[C:2]1[N:7]=[N:6][C:5]([C:8]2[N:16]3[C:11]([CH:12]=[CH:13][CH:14]=[CH:15]3)=[CH:10][C:9]=2[C:17]([O:19][CH2:20][CH3:21])=[O:18])=[CH:4][CH:3]=1.C([O-])(=[O:24])C.[Na+].O, predict the reaction product. The product is: [O:24]=[C:2]1[NH:7][N:6]=[C:5]([C:8]2[N:16]3[C:11]([CH:12]=[CH:13][CH:14]=[CH:15]3)=[CH:10][C:9]=2[C:17]([O:19][CH2:20][CH3:21])=[O:18])[CH:4]=[CH:3]1. (5) Given the reactants [C:1]1([C:6]2[C:18]([CH:19]([OH:30])[C:20]3[CH:25]=[CH:24][C:23]([C:26]([F:29])([F:28])[F:27])=[CH:22][CH:21]=3)=[C:17]([CH:31]([CH3:33])[CH3:32])[CH:16]=[C:15]3[C:7]=2[C:8](=[O:34])[CH2:9][C:10]2([O:14]3)[CH2:13][CH2:12][CH2:11]2)[CH2:5][CH2:4][CH2:3][CH:2]=1, predict the reaction product. The product is: [CH:1]1([C:6]2[C:18]([CH:19]([OH:30])[C:20]3[CH:21]=[CH:22][C:23]([C:26]([F:28])([F:29])[F:27])=[CH:24][CH:25]=3)=[C:17]([CH:31]([CH3:32])[CH3:33])[CH:16]=[C:15]3[C:7]=2[C:8](=[O:34])[CH2:9][C:10]2([O:14]3)[CH2:11][CH2:12][CH2:13]2)[CH2:5][CH2:4][CH2:3][CH2:2]1. (6) Given the reactants [Cl:1][C:2]1[CH:3]=[CH:4][CH:5]=[C:6]2[C:10]=1[C:9](=[O:11])[C:8]([CH3:13])([CH3:12])[CH:7]2O.[NH:15]1[CH:19]=[C:18]([C:20]([O:22][CH3:23])=[O:21])[N:17]=[CH:16]1.C1(P(C2C=CC=CC=2)C2C=CC=CC=2)C=CC=CC=1.N(C(OC(C)(C)C)=O)=NC(OC(C)(C)C)=O.Cl.O1CCOCC1, predict the reaction product. The product is: [CH3:23][O:22][C:20]([C:18]1[N:17]([CH:7]2[C:6]3[C:10](=[C:2]([Cl:1])[CH:3]=[CH:4][CH:5]=3)[C:9](=[O:11])[C:8]2([CH3:13])[CH3:12])[CH:16]=[N:15][CH:19]=1)=[O:21]. (7) Given the reactants ClC1C=C(C=CC=1Cl)OC1CCN(S(C2C(C)=NN(C)C=2C)(=O)=O)CC1.[CH3:27][N:28]1[C:32]([CH3:33])=[C:31]([S:34](Cl)(=[O:36])=[O:35])[C:30]([CH3:38])=[N:29]1.Cl.[F:40][C:41]1[CH:42]=[C:43]([CH:51]=[CH:52][C:53]=1[O:54][CH3:55])[O:44][CH:45]1[CH2:50][CH2:49][NH:48][CH2:47][CH2:46]1, predict the reaction product. The product is: [F:40][C:41]1[CH:42]=[C:43]([CH:51]=[CH:52][C:53]=1[O:54][CH3:55])[O:44][CH:45]1[CH2:50][CH2:49][N:48]([S:34]([C:31]2[C:30]([CH3:38])=[N:29][N:28]([CH3:27])[C:32]=2[CH3:33])(=[O:36])=[O:35])[CH2:47][CH2:46]1.